Dataset: Forward reaction prediction with 1.9M reactions from USPTO patents (1976-2016). Task: Predict the product of the given reaction. (1) The product is: [NH:16]1[CH:20]=[CH:19][N:18]=[C:17]1[CH2:21][N:22]([CH2:29][C:30]1[CH:38]=[CH:37][C:33]([C:34]([NH:12][C:11]2[CH:13]=[CH:14][CH:15]=[C:9]([CH2:8][N:4]([CH2:5][CH2:6][CH3:7])[CH2:1][CH2:2][CH3:3])[CH:10]=2)=[O:35])=[CH:32][CH:31]=1)[CH2:23][C:24]1[NH:28][CH:27]=[CH:26][N:25]=1. Given the reactants [CH2:1]([N:4]([CH2:8][C:9]1[CH:10]=[C:11]([CH:13]=[CH:14][CH:15]=1)[NH2:12])[CH2:5][CH2:6][CH3:7])[CH2:2][CH3:3].[NH:16]1[CH:20]=[CH:19][N:18]=[C:17]1[CH2:21][N:22]([CH2:29][C:30]1[CH:38]=[CH:37][C:33]([C:34](O)=[O:35])=[CH:32][CH:31]=1)[CH2:23][C:24]1[NH:25][CH:26]=[CH:27][N:28]=1.C1C=CC2N(O)N=NC=2C=1.N=C=N, predict the reaction product. (2) Given the reactants [CH3:1][O:2][C:3](=[O:20])[C:4]1[CH:9]=[C:8]([C:10]2[N:11]=[N:12][NH:13][N:14]=2)[N:7]=[C:6]([NH:15][C@H:16]([CH2:18][CH3:19])[CH3:17])[CH:5]=1.C(=O)([O-])[O-].[K+].[K+].I[CH2:28][CH3:29], predict the reaction product. The product is: [CH3:1][O:2][C:3](=[O:20])[C:4]1[CH:9]=[C:8]([C:10]2[N:14]([CH2:28][CH3:29])[N:13]=[N:12][N:11]=2)[N:7]=[C:6]([NH:15][C@H:16]([CH2:18][CH3:19])[CH3:17])[CH:5]=1. (3) Given the reactants [Br:1][C:2]1[CH:12]=[CH:11][CH:10]=[C:4]2C(NC(=O)[C:3]=12)=O.[C:13](=[O:16])([O-])[O-].[K+].[K+].[I-].[K+].CI.[CH3:23][N:24]([CH:26]=[O:27])C, predict the reaction product. The product is: [Br:1][C:2]1[CH:3]=[C:4]2[C:10](=[CH:11][CH:12]=1)[C:26](=[O:27])[N:24]([CH3:23])[C:13]2=[O:16]. (4) Given the reactants C(N(C(C)C)CC)(C)C.[CH3:10][S:11](Cl)(=[O:13])=[O:12].[CH3:15][O:16][C:17]1[CH:18]=[C:19](/[CH:29]=[C:30]2\[CH2:31][CH2:32][C@H:33]3[CH2:38][NH:37][CH2:36][C@@H:35]([C:39]4[CH:44]=[C:43]([F:45])[C:42]([F:46])=[C:41]([F:47])[CH:40]=4)[N:34]3[C:48]\2=[O:49])[CH:20]=[CH:21][C:22]=1[N:23]1[CH:27]=[C:26]([CH3:28])[N:25]=[CH:24]1.O.C(=O)(O)[O-].[Na+], predict the reaction product. The product is: [CH3:10][S:11]([N:37]1[CH2:36][C@@H:35]([C:39]2[CH:44]=[C:43]([F:45])[C:42]([F:46])=[C:41]([F:47])[CH:40]=2)[N:34]2[C:48](=[O:49])/[C:30](=[CH:29]/[C:19]3[CH:20]=[CH:21][C:22]([N:23]4[CH:27]=[C:26]([CH3:28])[N:25]=[CH:24]4)=[C:17]([O:16][CH3:15])[CH:18]=3)/[CH2:31][CH2:32][C@H:33]2[CH2:38]1)(=[O:13])=[O:12]. (5) Given the reactants [CH:1]1([CH2:6][CH:7]([N:11]2[C:16](=[O:17])[CH:15]=[C:14]([O:18][C:19]3[CH:24]=[CH:23][CH:22]=[C:21]([C:25]([F:28])([F:27])[F:26])[CH:20]=3)[CH:13]=[N:12]2)[C:8](O)=[O:9])[CH2:5][CH2:4][CH2:3][CH2:2]1.[NH2:29][C:30]1[CH:34]=[CH:33][N:32]([CH2:35][C:36]([CH3:39])([OH:38])[CH3:37])[N:31]=1, predict the reaction product. The product is: [CH:1]1([CH2:6][CH:7]([N:11]2[C:16](=[O:17])[CH:15]=[C:14]([O:18][C:19]3[CH:24]=[CH:23][CH:22]=[C:21]([C:25]([F:26])([F:27])[F:28])[CH:20]=3)[CH:13]=[N:12]2)[C:8]([NH:29][C:30]2[CH:34]=[CH:33][N:32]([CH2:35][C:36]([OH:38])([CH3:37])[CH3:39])[N:31]=2)=[O:9])[CH2:5][CH2:4][CH2:3][CH2:2]1. (6) Given the reactants C[O:2][C:3]([CH:5]1[N:9]([N:10]([CH:31]2[CH2:36][CH2:35][CH2:34][CH2:33][CH2:32]2)[C:11](=[O:30])[CH2:12][C:13]2[NH:18][C:17]3[CH:19]=[CH:20][C:21]([NH:23][S:24]([CH3:27])(=[O:26])=[O:25])=[CH:22][C:16]=3[S:15](=[O:29])(=[O:28])[N:14]=2)[CH:8]2[CH2:37][CH2:38][CH2:39][CH:7]2[CH2:6]1)=O.N12CCCN=C1CCCCC2, predict the reaction product. The product is: [CH:31]1([N:10]2[N:9]3[CH:5]([CH2:6][CH:7]4[CH2:39][CH2:38][CH2:37][CH:8]43)[C:3]([OH:2])=[C:12]([C:13]3[NH:18][C:17]4[CH:19]=[CH:20][C:21]([NH:23][S:24]([CH3:27])(=[O:25])=[O:26])=[CH:22][C:16]=4[S:15](=[O:28])(=[O:29])[N:14]=3)[C:11]2=[O:30])[CH2:36][CH2:35][CH2:34][CH2:33][CH2:32]1. (7) Given the reactants [F:1][CH:2]([F:15])[N:3]1[C:7]([C:8]([NH:10][CH3:11])=[O:9])=[CH:6][C:5]([N+:12]([O-])=O)=[N:4]1, predict the reaction product. The product is: [NH2:12][C:5]1[CH:6]=[C:7]([C:8]([NH:10][CH3:11])=[O:9])[N:3]([CH:2]([F:15])[F:1])[N:4]=1. (8) The product is: [CH:33]1([N:38]2[CH:42]=[C:41]([C:2]3[CH:3]=[C:4]4[N:10]=[CH:9][N:8]([C:11]5[CH:12]=[C:13]([NH:25][S:29]([CH:26]6[CH2:28][CH2:27]6)(=[O:31])=[O:30])[CH:14]=[C:15]([C:17]6[CH:22]=[CH:21][C:20]([F:23])=[CH:19][C:18]=6[F:24])[CH:16]=5)[C:5]4=[N:6][CH:7]=3)[CH:40]=[N:39]2)[CH2:37][CH2:36][CH2:35][CH2:34]1. Given the reactants Br[C:2]1[CH:3]=[C:4]2[N:10]=[CH:9][N:8]([C:11]3[CH:12]=[C:13]([NH2:25])[CH:14]=[C:15]([C:17]4[CH:22]=[CH:21][C:20]([F:23])=[CH:19][C:18]=4[F:24])[CH:16]=3)[C:5]2=[N:6][CH:7]=1.[CH:26]1([S:29](Cl)(=[O:31])=[O:30])[CH2:28][CH2:27]1.[CH:33]1([N:38]2[CH:42]=[C:41](B3OC(C)(C)C(C)(C)O3)[CH:40]=[N:39]2)[CH2:37][CH2:36][CH2:35][CH2:34]1, predict the reaction product. (9) Given the reactants Cl[C:2]1[CH:7]=[CH:6][C:5]([NH:8][C:9]2[CH:36]=[CH:35][C:34]([C:37]([F:40])([F:39])[F:38])=[CH:33][C:10]=2[CH2:11][N:12]2[C:16]([CH3:18])([CH3:17])[C:15](=[O:19])[N:14]([C:20]3[CH:27]=[CH:26][C:23]([C:24]#[N:25])=[C:22]([C:28]([F:31])([F:30])[F:29])[CH:21]=3)[C:13]2=[O:32])=[CH:4][CH:3]=1.[F:41]C1C=CC(N)=CC=1, predict the reaction product. The product is: [F:41][C:2]1[CH:7]=[CH:6][C:5]([NH:8][C:9]2[CH:36]=[CH:35][C:34]([C:37]([F:40])([F:39])[F:38])=[CH:33][C:10]=2[CH2:11][N:12]2[C:16]([CH3:18])([CH3:17])[C:15](=[O:19])[N:14]([C:20]3[CH:27]=[CH:26][C:23]([C:24]#[N:25])=[C:22]([C:28]([F:31])([F:30])[F:29])[CH:21]=3)[C:13]2=[O:32])=[CH:4][CH:3]=1. (10) Given the reactants [CH:1]1([N:4]2[C:12]([CH3:13])=[C:11]3[C:6]([CH:7]=[CH:8][C:9]([N:14]4[CH:19]=[CH:18][C:17]([OH:20])=[CH:16][C:15]4=[O:21])=[CH:10]3)=[N:5]2)[CH2:3][CH2:2]1.Cl[CH2:23][C:24]1[S:25][C:26]([C:29]([F:32])([F:31])[F:30])=[CH:27][CH:28]=1.C(=O)([O-])[O-].[K+].[K+], predict the reaction product. The product is: [CH:1]1([N:4]2[C:12]([CH3:13])=[C:11]3[C:6]([CH:7]=[CH:8][C:9]([N:14]4[CH:19]=[CH:18][C:17]([O:20][CH2:23][C:24]5[S:25][C:26]([C:29]([F:32])([F:31])[F:30])=[CH:27][CH:28]=5)=[CH:16][C:15]4=[O:21])=[CH:10]3)=[N:5]2)[CH2:2][CH2:3]1.